Dataset: Full USPTO retrosynthesis dataset with 1.9M reactions from patents (1976-2016). Task: Predict the reactants needed to synthesize the given product. (1) Given the product [F:1][C:2]1[CH:18]=[C:17]([NH2:19])[CH:16]=[CH:15][C:3]=1[NH:4][CH2:5][CH2:6][CH2:7][CH2:8][N:9]1[CH2:14][CH2:13][O:12][CH2:11][CH2:10]1, predict the reactants needed to synthesize it. The reactants are: [F:1][C:2]1[CH:18]=[C:17]([N+:19]([O-])=O)[CH:16]=[CH:15][C:3]=1[NH:4][CH2:5][CH2:6][CH2:7][CH2:8][N:9]1[CH2:14][CH2:13][O:12][CH2:11][CH2:10]1.CCOC(C)=O. (2) The reactants are: [H-].[Na+].[CH3:3][O:4][C:5]1[CH:6]=[C:7]2[C:11](=[CH:12][CH:13]=1)[NH:10][CH:9]=[C:8]2[CH3:14].[C:15]([NH:18][C:19]1[CH:20]=[C:21]([S:27](Cl)(=[O:29])=[O:28])[CH:22]=[CH:23][C:24]=1[O:25][CH3:26])(=[O:17])[CH3:16]. Given the product [C:15]([NH:18][C:19]1[CH:20]=[C:21]([S:27]([N:10]2[C:11]3[C:7](=[CH:6][C:5]([O:4][CH3:3])=[CH:13][CH:12]=3)[C:8]([CH3:14])=[CH:9]2)(=[O:29])=[O:28])[CH:22]=[CH:23][C:24]=1[O:25][CH3:26])(=[O:17])[CH3:16], predict the reactants needed to synthesize it. (3) Given the product [CH:10](=[C:2]1[C:3](=[O:9])[CH:4]2[CH2:7][CH2:8][N:1]1[CH2:6][CH2:5]2)[C:11]1[CH:16]=[CH:15][CH:14]=[CH:13][CH:12]=1, predict the reactants needed to synthesize it. The reactants are: [N:1]12[CH2:8][CH2:7][CH:4]([CH2:5][CH2:6]1)[C:3](=[O:9])[CH2:2]2.[CH:10](=O)[C:11]1[CH:16]=[CH:15][CH:14]=[CH:13][CH:12]=1.[OH-].[K+].O. (4) Given the product [C:18]([NH:21][C@H:22]([C:30]([OH:32])=[O:31])[CH2:23][C:24]1[CH:25]=[CH:26][CH:27]=[CH:28][CH:29]=1)(=[O:20])[CH3:19].[NH2:1][C@@H:2]([C:8]1[CH:13]=[CH:12][C:11]([O:14][CH3:15])=[C:10]([O:16][CH3:17])[CH:9]=1)[CH2:3][C:4]([O:6][CH3:7])=[O:5], predict the reactants needed to synthesize it. The reactants are: [NH2:1][CH:2]([C:8]1[CH:13]=[CH:12][C:11]([O:14][CH3:15])=[C:10]([O:16][CH3:17])[CH:9]=1)[CH2:3][C:4]([O:6][CH3:7])=[O:5].[C:18]([NH:21][C@H:22]([C:30]([OH:32])=[O:31])[CH2:23][C:24]1[CH:29]=[CH:28][CH:27]=[CH:26][CH:25]=1)(=[O:20])[CH3:19]. (5) The reactants are: [CH3:1][C:2](=O)[CH2:3][C:4](=O)[CH3:5].Cl.Cl.[CH2:10]([NH:17][NH2:18])[C:11]1[CH:16]=[CH:15][CH:14]=[CH:13][CH:12]=1.C(N(CC)CC)C. Given the product [CH2:10]([N:17]1[C:4]([CH3:5])=[CH:3][C:2]([CH3:1])=[N:18]1)[C:11]1[CH:16]=[CH:15][CH:14]=[CH:13][CH:12]=1, predict the reactants needed to synthesize it. (6) Given the product [CH:43]([O:8][CH2:9][CH2:10][CH2:11][N:12]1[C:17](=[O:18])[C:16]2[C:19]([CH2:32][C:34]3[CH:39]=[CH:38][C:37]([Cl:40])=[CH:36][CH:35]=3)=[C:20]([C:23]3[CH:28]=[CH:27][CH:26]=[CH:25][C:24]=3[CH:29]([CH3:30])[CH3:31])[CH:21]=[N:22][C:15]=2[N:14]([CH3:41])[C:13]1=[O:42])=[O:44], predict the reactants needed to synthesize it. The reactants are: [Si]([O:8][CH2:9][CH2:10][CH2:11][N:12]1[C:17](=[O:18])[C:16]2[C:19]([CH:32]([C:34]3[CH:39]=[CH:38][C:37]([Cl:40])=[CH:36][CH:35]=3)O)=[C:20]([C:23]3[CH:28]=[CH:27][CH:26]=[CH:25][C:24]=3[CH:29]([CH3:31])[CH3:30])[CH:21]=[N:22][C:15]=2[N:14]([CH3:41])[C:13]1=[O:42])(C(C)(C)C)(C)C.[CH:43](O)=[O:44]. (7) The reactants are: Cl[CH2:2][CH2:3][CH2:4][CH2:5][C:6]1([C:10]([O:12][CH2:13][CH3:14])=[O:11])[CH2:9][CH2:8][CH2:7]1.[Na+].[I-:16]. Given the product [I:16][CH2:2][CH2:3][CH2:4][CH2:5][C:6]1([C:10]([O:12][CH2:13][CH3:14])=[O:11])[CH2:9][CH2:8][CH2:7]1, predict the reactants needed to synthesize it.